From a dataset of Reaction yield outcomes from USPTO patents with 853,638 reactions. Predict the reaction yield, written as a fraction of the theoretical maximum amount of product (1.0 means a 100% yield; for example, 0.34 means a 34% yield). (1) The reactants are [C:1](#[N:4])[CH:2]=[CH2:3].C1(P(C(C)(C)C)C(C)(C)C)C=CC=CC=1.[F:20][C:21]([F:34])([F:33])[C:22]1[CH:23]=[C:24](Cl)[CH:25]=[C:26]([C:28]([F:31])([F:30])[F:29])[CH:27]=1.C1(C(N)C2CCCCC2)CCCCC1. The catalyst is C([O-])(=O)C.[Pd+2].C([O-])(=O)C.O.CC(N(C)C)=O. The product is [F:20][C:21]([F:33])([F:34])[C:22]1[CH:23]=[C:24]([CH:25]=[C:26]([C:28]([F:29])([F:30])[F:31])[CH:27]=1)[CH:3]=[CH:2][C:1]#[N:4]. The yield is 0.690. (2) The reactants are [Cl:1][C:2]1[CH:7]=[C:6](I)[C:5]([Cl:9])=[CH:4][N:3]=1.[NH2:10][C:11]1[CH:20]=[CH:19][CH:18]=[CH:17][C:12]=1[C:13]([NH:15][CH3:16])=[O:14].P([O-])([O-])([O-])=O.[K+].[K+].[K+].C1(P(C2C=CC=CC=2)C2C=CC=CC=2OC2C=CC=CC=2P(C2C=CC=CC=2)C2C=CC=CC=2)C=CC=CC=1. The catalyst is O1CCOCC1.CC([O-])=O.CC([O-])=O.[Pd+2]. The product is [Cl:1][C:2]1[CH:7]=[C:6]([NH:10][C:11]2[CH:20]=[CH:19][CH:18]=[CH:17][C:12]=2[C:13]([NH:15][CH3:16])=[O:14])[C:5]([Cl:9])=[CH:4][N:3]=1. The yield is 0.560.